Dataset: Catalyst prediction with 721,799 reactions and 888 catalyst types from USPTO. Task: Predict which catalyst facilitates the given reaction. (1) Reactant: [F:1][C:2]1[CH:7]=[CH:6][C:5]([C:8]2([CH:12]3[C:21]4[C:16](=[CH:17][CH:18]=[C:19]([O:22][CH2:23][CH2:24][NH:25][S:26]([CH2:29][CH2:30][CH3:31])(=[O:28])=[O:27])[CH:20]=4)[CH2:15][CH2:14][N:13]3/[C:32](/[NH:44]C(=O)OCC3C=CC=CC=3)=[N:33]/C(=O)OCC3C=CC=CC=3)[CH2:11][CH2:10][CH2:9]2)=[CH:4][CH:3]=1.[C:55]([OH:58])(=[O:57])[CH3:56].[H][H]. Product: [C:55]([OH:58])(=[O:57])[CH3:56].[F:1][C:2]1[CH:7]=[CH:6][C:5]([C:8]2([CH:12]3[C:21]4[C:16](=[CH:17][CH:18]=[C:19]([O:22][CH2:23][CH2:24][NH:25][S:26]([CH2:29][CH2:30][CH3:31])(=[O:28])=[O:27])[CH:20]=4)[CH2:15][CH2:14][N:13]3[C:32](=[NH:33])[NH2:44])[CH2:11][CH2:10][CH2:9]2)=[CH:4][CH:3]=1. The catalyst class is: 19. (2) Reactant: [Na].[C:2]1([S:8]([OH:11])(=[O:10])=O)[CH:7]=[CH:6][CH:5]=[CH:4][CH:3]=1.[CH3:12][C:13]1[C:14](=[O:19])[CH2:15][CH2:16][CH2:17][CH:18]=1.Cl. Product: [CH3:12][CH:13]1[CH:18]([S:8]([C:2]2[CH:3]=[CH:4][CH:5]=[CH:6][CH:7]=2)(=[O:10])=[O:11])[CH2:17][CH2:16][CH2:15][C:14]1=[O:19]. The catalyst class is: 6. (3) Reactant: [C:1]([O:5][C:6]([NH:8][CH2:9][CH2:10][CH2:11][C:12]([OH:14])=O)=[O:7])([CH3:4])([CH3:3])[CH3:2].O.Cl.Cl.[NH2:18][CH2:19][C:20]1[NH:21][C:22]2[CH:28]=[CH:27][CH:26]=[CH:25][C:23]=2[N:24]=1.C(Cl)CCl.C1C=CC2N(O)N=NC=2C=1.O.CCN(CC)CC. Product: [N:21]1[C:22]2[CH:28]=[CH:27][CH:26]=[CH:25][C:23]=2[NH:24][C:20]=1[CH2:19][NH:18][C:12](=[O:14])[CH2:11][CH2:10][CH2:9][NH:8][C:6]([O:5][C:1]([CH3:2])([CH3:3])[CH3:4])=[O:7]. The catalyst class is: 3. (4) Reactant: [C:1]1([S:7]([C:10]2[CH:18]=[CH:17][C:16]3[N:15]([CH2:19][CH2:20][O:21][Si](C(C)(C)C)(C)C)[C:14]4[CH2:29][CH:30]5[NH:34][CH:33]([C:13]=4[C:12]=3[C:11]=2C(OC(C)(C)C)=O)[CH2:32][CH2:31]5)(=[O:9])=[O:8])[CH:6]=[CH:5][CH:4]=[CH:3][CH:2]=1.FC(F)(F)C(O)=O.C(=O)(O)[O-].[Na+]. Product: [C:1]1([S:7]([C:10]2[CH:11]=[C:12]3[C:16](=[CH:17][CH:18]=2)[N:15]([CH2:19][CH2:20][OH:21])[C:14]2[CH2:29][CH:30]4[NH:34][CH:33]([C:13]3=2)[CH2:32][CH2:31]4)(=[O:9])=[O:8])[CH:2]=[CH:3][CH:4]=[CH:5][CH:6]=1. The catalyst class is: 4.